This data is from Full USPTO retrosynthesis dataset with 1.9M reactions from patents (1976-2016). The task is: Predict the reactants needed to synthesize the given product. (1) Given the product [F:53][CH:36]([F:35])[C:37]1[C:45]2[CH2:44][CH2:43][CH2:42][C:41](=[O:46])[C:40]=2[N:39]([CH2:47][C:48]([NH:8][C@H:9]([C:19]2[C:24]([C:25]3[CH:26]=[CH:27][C:28]([F:34])=[C:29]([CH:33]=3)[C:30]([NH2:32])=[O:31])=[CH:23][CH:22]=[CH:21][N:20]=2)[CH2:10][C:11]2[CH:12]=[C:13]([F:18])[CH:14]=[C:15]([F:17])[CH:16]=2)=[O:49])[N:38]=1, predict the reactants needed to synthesize it. The reactants are: FC(F)(F)C(O)=O.[NH2:8][C@H:9]([C:19]1[C:24]([C:25]2[CH:26]=[CH:27][C:28]([F:34])=[C:29]([CH:33]=2)[C:30]([NH2:32])=[O:31])=[CH:23][CH:22]=[CH:21][N:20]=1)[CH2:10][C:11]1[CH:16]=[C:15]([F:17])[CH:14]=[C:13]([F:18])[CH:12]=1.[F:35][CH:36]([F:53])[C:37]1[C:45]2[CH2:44][CH2:43][CH2:42][C:41](=[O:46])[C:40]=2[N:39]([CH2:47][C:48](OCC)=[O:49])[N:38]=1. (2) Given the product [C:24]1([C:22]([C:9]2[CH:10]=[N:11][C:12]3[C:17]([C:8]=2[C:4]2[CH:5]=[CH:6][CH:7]=[C:2]([O:1][CH2:31][C:32]4[CH:37]=[CH:36][CH:35]=[C:34]([C:38]([F:39])([F:40])[F:41])[CH:33]=4)[CH:3]=2)=[CH:16][CH:15]=[CH:14][C:13]=3[C:18]([F:21])([F:19])[F:20])=[O:23])[CH:25]=[CH:26][CH:27]=[CH:28][CH:29]=1, predict the reactants needed to synthesize it. The reactants are: [OH:1][C:2]1[CH:3]=[C:4]([C:8]2[C:17]3[C:12](=[C:13]([C:18]([F:21])([F:20])[F:19])[CH:14]=[CH:15][CH:16]=3)[N:11]=[CH:10][C:9]=2[C:22]([C:24]2[CH:29]=[CH:28][CH:27]=[CH:26][CH:25]=2)=[O:23])[CH:5]=[CH:6][CH:7]=1.Br[CH2:31][C:32]1[CH:37]=[CH:36][CH:35]=[C:34]([C:38]([F:41])([F:40])[F:39])[CH:33]=1. (3) Given the product [NH2:21][C:18]1[N:19]=[CH:20][C:15]([C:12]2[N:13]=[CH:14][C:9]([C:24]3[CH:29]=[CH:28][CH:27]=[CH:26][C:25]=3[S:30]([NH:33][C:34]([CH3:37])([CH3:36])[CH3:35])(=[O:31])=[O:32])=[CH:10][CH:11]=2)=[CH:16][N:17]=1, predict the reactants needed to synthesize it. The reactants are: CC1(C)C(C)(C)OB([C:9]2[CH:10]=[CH:11][C:12]([C:15]3[CH:16]=[N:17][C:18]([NH2:21])=[N:19][CH:20]=3)=[N:13][CH:14]=2)O1.Br[C:24]1[CH:29]=[CH:28][CH:27]=[CH:26][C:25]=1[S:30]([NH:33][C:34]([CH3:37])([CH3:36])[CH3:35])(=[O:32])=[O:31]. (4) Given the product [ClH:51].[C:6]([C:20]1[CH:25]=[CH:24][C:23]([C:26]2[CH:31]=[CH:30][CH:29]=[CH:28][CH:27]=2)=[C:22]([CH2:32][NH:33][CH2:34][C@@H:35]([OH:50])[C@@H:36]([NH:46][C:47](=[O:49])[CH3:48])[CH2:37][C:38]2[CH:43]=[C:42]([F:44])[CH:41]=[C:40]([F:45])[CH:39]=2)[CH:21]=1)(=[O:8])[CH3:7], predict the reactants needed to synthesize it. The reactants are: C([Sn](CCCC)(CCCC)[C:6]([O:8]CC)=[CH2:7])CCC.Br[C:20]1[CH:25]=[CH:24][C:23]([C:26]2[CH:31]=[CH:30][CH:29]=[CH:28][CH:27]=2)=[C:22]([CH2:32][NH:33][CH2:34][C@@H:35]([OH:50])[C@@H:36]([NH:46][C:47](=[O:49])[CH3:48])[CH2:37][C:38]2[CH:43]=[C:42]([F:44])[CH:41]=[C:40]([F:45])[CH:39]=2)[CH:21]=1.[ClH:51]. (5) Given the product [NH3:9].[C:1]1([CH:7]([C:35]2[CH:36]=[CH:37][CH:38]=[CH:39][CH:40]=2)[CH2:8][NH:9][C:10]2[N:18]=[C:17]([C:19]([NH:52][CH2:51][CH2:50][N:47]3[CH2:48][CH2:49][CH:44]([CH:41]([CH3:43])[CH3:42])[CH2:45][CH2:46]3)=[O:21])[N:16]=[C:15]3[C:11]=2[N:12]=[CH:13][N:14]3[C@H:23]2[C@H:27]([OH:28])[C@H:26]([OH:29])[C@@H:25]([C:30]([NH:32][CH2:33][CH3:34])=[O:31])[O:24]2)[CH:2]=[CH:3][CH:4]=[CH:5][CH:6]=1, predict the reactants needed to synthesize it. The reactants are: [C:1]1([CH:7]([C:35]2[CH:40]=[CH:39][CH:38]=[CH:37][CH:36]=2)[CH2:8][NH:9][C:10]2[N:18]=[C:17]([C:19]([O:21]C)=O)[N:16]=[C:15]3[C:11]=2[N:12]=[CH:13][N:14]3[C@H:23]2[C@H:27]([OH:28])[C@H:26]([OH:29])[C@@H:25]([C:30]([NH:32][CH2:33][CH3:34])=[O:31])[O:24]2)[CH:6]=[CH:5][CH:4]=[CH:3][CH:2]=1.[CH:41]([CH:44]1[CH2:49][CH2:48][N:47]([CH2:50][CH2:51][NH2:52])[CH2:46][CH2:45]1)([CH3:43])[CH3:42]. (6) Given the product [OH:38][C:35]1[CH:34]=[CH:33][C:32]([S:29]([N:5]2[CH:6]([C:20]34[O:27][CH2:26][C:23]([CH3:28])([CH2:22][O:21]3)[CH2:24][O:25]4)[CH:7]([CH3:8])[NH:9][C:10](=[O:12])[CH2:4]2)(=[O:31])=[O:30])=[CH:37][CH:36]=1, predict the reactants needed to synthesize it. The reactants are: COC(=O)[CH2:4][N:5]([S:29]([C:32]1[CH:37]=[CH:36][C:35]([O:38]CC2C=CC=CC=2)=[CH:34][CH:33]=1)(=[O:31])=[O:30])[CH:6]([C:20]12[O:27][CH2:26][C:23]([CH3:28])([CH2:24][O:25]1)[CH2:22][O:21]2)[CH:7]([NH:9][C:10]([O:12]CC1C=CC=CC=1)=O)[CH3:8].C(N(CC)CC)C.[H][H]. (7) The reactants are: Cl.C1(C(C2C=CC=CC=2)=[N:9][C:10]2[CH:11]=[CH:12][C:13]([O:23][CH3:24])=[C:14]3[C:19]=2[O:18][CH2:17][C@H:16]([N:20]([CH3:22])[CH3:21])[CH2:15]3)C=CC=CC=1.O. Given the product [CH3:24][O:23][C:13]1[CH:12]=[CH:11][C:10]([NH2:9])=[C:19]2[C:14]=1[CH2:15][C@@H:16]([N:20]([CH3:21])[CH3:22])[CH2:17][O:18]2, predict the reactants needed to synthesize it. (8) Given the product [CH3:1][O:2][C:3]1[CH:4]=[C:5]([N:11]2[CH2:16][C:15]3[CH:17]=[N:18][C:19]4[NH:23][C:22]([C:33]([NH:35][CH3:36])=[O:34])=[CH:21][C:20]=4[C:14]=3[N:13]([CH3:37])[C:12]2=[O:38])[CH:6]=[C:7]([O:9][CH3:10])[CH:8]=1, predict the reactants needed to synthesize it. The reactants are: [CH3:1][O:2][C:3]1[CH:4]=[C:5]([N:11]2[CH2:16][C:15]3[CH:17]=[N:18][C:19]4[N:23](S(C5C=CC=CC=5)(=O)=O)[C:22]([C:33]([NH:35][CH3:36])=[O:34])=[CH:21][C:20]=4[C:14]=3[N:13]([CH3:37])[C:12]2=[O:38])[CH:6]=[C:7]([O:9][CH3:10])[CH:8]=1.CC(C)([O-])C.[K+]. (9) The reactants are: [C:1]([C:5]1[N:6]=[C:7]([N:16]2[CH2:20][CH2:19][C:18]([F:22])([F:21])[CH2:17]2)[C:8]2[C:9](=[N:11][N:12]([CH2:14][CH3:15])[N:13]=2)[N:10]=1)([CH3:4])([CH3:3])[CH3:2].C(C1N=C(N2CCC(F)(F)C2)C2N=NNC=2N=1)(C)(C)C.BrC[C:45]1[CH:50]=[CH:49][CH:48]=C[C:46]=1[C:51]([F:54])([F:53])[F:52]. Given the product [C:1]([C:5]1[N:6]=[C:7]([N:16]2[CH2:20][CH2:19][C:18]([F:21])([F:22])[CH2:17]2)[C:8]2[C:9](=[N:11][N:12]([CH2:14][C:15]3[CH:48]=[CH:49][CH:50]=[CH:45][C:46]=3[C:51]([F:54])([F:53])[F:52])[N:13]=2)[N:10]=1)([CH3:2])([CH3:3])[CH3:4], predict the reactants needed to synthesize it. (10) Given the product [CH:2]([C:3]1[CH:4]=[C:5]([CH2:11][C:12]([OH:14])=[O:13])[CH:6]=[CH:7][C:8]=1[O:9][CH3:10])=[O:16], predict the reactants needed to synthesize it. The reactants are: Br[CH2:2][C:3]1[CH:4]=[C:5]([CH2:11][C:12]([OH:14])=[O:13])[CH:6]=[CH:7][C:8]=1[O:9][CH3:10].Cl.[OH2:16].